This data is from Full USPTO retrosynthesis dataset with 1.9M reactions from patents (1976-2016). The task is: Predict the reactants needed to synthesize the given product. (1) Given the product [Cl:1][C:2]1[CH:3]=[C:4]([CH:19]=[CH:20][CH:21]=1)[C:5]([N:7]=[C:8]1[N:12]([CH:23]([CH3:29])[C:24]([OH:26])=[O:25])[C:11]2[CH:13]=[CH:14][C:15]([CH3:18])=[C:16]([F:17])[C:10]=2[S:9]1)=[O:6], predict the reactants needed to synthesize it. The reactants are: [Cl:1][C:2]1[CH:3]=[C:4]([CH:19]=[CH:20][CH:21]=1)[C:5]([N:7]=[C:8]1[NH:12][C:11]2[CH:13]=[CH:14][C:15]([CH3:18])=[C:16]([F:17])[C:10]=2[S:9]1)=[O:6].Br[CH:23]([CH3:29])[C:24]([O:26]CC)=[O:25].ClC1C=CC2NC(=NC(=O)C3C=CC=C(C(F)(F)F)C=3)SC=2C=1F.BrCC(OCC)=O. (2) Given the product [Cl:1][C:2]1[CH:12]=[CH:11][C:5]([C:6]([O:8][CH2:9][CH3:10])=[O:7])=[CH:4][C:3]=1[O:13][C:14]1[CH:19]=[CH:18][N:17]=[C:16]([NH:27][C:24]2[S:25][CH:26]=[C:22]([CH3:21])[N:23]=2)[CH:15]=1, predict the reactants needed to synthesize it. The reactants are: [Cl:1][C:2]1[CH:12]=[CH:11][C:5]([C:6]([O:8][CH2:9][CH3:10])=[O:7])=[CH:4][C:3]=1[O:13][C:14]1[CH:19]=[CH:18][N:17]=[C:16](Cl)[CH:15]=1.[CH3:21][C:22]1[N:23]=[C:24]([NH2:27])[S:25][CH:26]=1.P([O-])([O-])([O-])=O.[K+].[K+].[K+].O. (3) The reactants are: [C:1]([C@H:5]1[CH2:10][CH2:9][C@H:8]([O:11][C:12]2[CH:13]=[C:14]3[C:19](=[CH:20][CH:21]=2)[N:18]=[C:17]([CH2:22][N:23]2[CH2:26][CH:25]([C:27]([OH:29])=[O:28])[CH2:24]2)[CH:16]=[C:15]3[C:30]([F:33])([F:32])[F:31])[CH2:7][CH2:6]1)([CH3:4])([CH3:3])[CH3:2].[C:34](O)(C(F)(F)F)=O. Given the product [C:1]([C@H:5]1[CH2:10][CH2:9][C@H:8]([O:11][C:12]2[CH:13]=[C:14]3[C:19](=[CH:20][CH:21]=2)[N:18]=[C:17]([CH2:22][N:23]2[CH2:34][CH2:24][CH:25]([C:27]([OH:29])=[O:28])[CH2:26]2)[CH:16]=[C:15]3[C:30]([F:33])([F:32])[F:31])[CH2:7][CH2:6]1)([CH3:3])([CH3:2])[CH3:4], predict the reactants needed to synthesize it. (4) The reactants are: [Br:1][C:2]1[CH:10]=[C:9]2[C:5]([C:6](=O)[C:7](=O)[NH:8]2)=[CH:4][CH:3]=1.[N:13]([O-])=O.[Na+].S(=O)(=O)(O)O.Cl.[OH2:23].[OH2:24].Cl[Sn]Cl. Given the product [Br:1][C:2]1[CH:10]=[C:9]2[C:5]([C:6]([C:7]([OH:24])=[O:23])=[N:13][NH:8]2)=[CH:4][CH:3]=1, predict the reactants needed to synthesize it. (5) The reactants are: [Cl:1][C:2]1[CH:3]=[CH:4][C:5]([I:9])=[C:6]([OH:8])[CH:7]=1.C1C=CC(P(C2C=CC=CC=2)C2C=CC=CC=2)=CC=1.CC(OC(/N=N/C(OC(C)C)=O)=O)C.[C:43]([O:47][C:48]([C@@H:50]1[CH2:54][CH2:53][CH2:52][N:51]1[CH2:55][CH2:56]O)=[O:49])([CH3:46])([CH3:45])[CH3:44]. Given the product [C:43]([O:47][C:48]([C@@H:50]1[CH2:54][CH2:53][CH2:52][N:51]1[CH2:55][CH2:56][O:8][C:6]1[CH:7]=[C:2]([Cl:1])[CH:3]=[CH:4][C:5]=1[I:9])=[O:49])([CH3:46])([CH3:45])[CH3:44], predict the reactants needed to synthesize it. (6) Given the product [C:17]([SiH2:16][O:15][C:14]([CH3:22])([CH3:21])[C:11]1[S:10][C:9]([C:25](=[O:27])[CH3:26])=[N:13][CH:12]=1)([CH3:20])([CH3:19])[CH3:18], predict the reactants needed to synthesize it. The reactants are: N#N.[Li]CCCC.Br[C:9]1[S:10][C:11]([C:14]([CH3:22])([CH3:21])[O:15][SiH2:16][C:17]([CH3:20])([CH3:19])[CH3:18])=[CH:12][N:13]=1.CN(C)[C:25](=[O:27])[CH3:26].[NH4+].[Cl-].